This data is from Catalyst prediction with 721,799 reactions and 888 catalyst types from USPTO. The task is: Predict which catalyst facilitates the given reaction. (1) Reactant: C(C(CCCC)COC(=O)CC[S:9][C:10]1[N:14]([C:15]2[CH:20]=[CH:19][CH:18]=[CH:17][C:16]=2[F:21])[N:13]=[C:12]([C:22]([O:24][CH2:25][CH3:26])=[O:23])[CH:11]=1)C.[O-]CC.[Na+:35]. Product: [CH2:25]([O:24][C:22]([C:12]1[CH:11]=[C:10]([S-:9])[N:14]([C:15]2[CH:20]=[CH:19][CH:18]=[CH:17][C:16]=2[F:21])[N:13]=1)=[O:23])[CH3:26].[Na+:35]. The catalyst class is: 8. (2) The catalyst class is: 9. Reactant: C(N(CC)CC)C.Cl.[F:9][C:10]1[CH:11]=[CH:12][C:13]([CH3:23])=[C:14]2[C:18]=1[NH:17][C:16]([CH3:19])=[C:15]2[CH2:20][CH2:21][NH2:22].[Br:24][CH2:25][C:26](Cl)=[O:27]. Product: [Br:24][CH2:25][C:26]([NH:22][CH2:21][CH2:20][C:15]1[C:14]2[C:18](=[C:10]([F:9])[CH:11]=[CH:12][C:13]=2[CH3:23])[NH:17][C:16]=1[CH3:19])=[O:27]. (3) Reactant: [F:1][C:2]([F:44])([F:43])[C:3]1[CH:4]=[C:5]([CH:36]=[C:37]([C:39]([F:42])([F:41])[F:40])[CH:38]=1)[CH2:6][N:7]([CH2:15][C:16]1[C:17]([N:27]([CH2:32][CH:33]2[CH2:35][CH2:34]2)[CH2:28][CH:29]2[CH2:31][CH2:30]2)=[N:18][C:19]2[C:24]([CH:25]=1)=[CH:23][CH:22]=[CH:21][C:20]=2[CH3:26])[C:8]1[N:13]=[CH:12][C:11](Br)=[CH:10][N:9]=1.CC(C)([O-])C.[Na+].[NH:51]1[CH2:56][CH2:55][O:54][CH2:53][CH2:52]1. Product: [F:1][C:2]([F:44])([F:43])[C:3]1[CH:4]=[C:5]([CH:36]=[C:37]([C:39]([F:42])([F:41])[F:40])[CH:38]=1)[CH2:6][N:7]([CH2:15][C:16]1[C:17]([N:27]([CH2:32][CH:33]2[CH2:35][CH2:34]2)[CH2:28][CH:29]2[CH2:31][CH2:30]2)=[N:18][C:19]2[C:24]([CH:25]=1)=[CH:23][CH:22]=[CH:21][C:20]=2[CH3:26])[C:8]1[N:13]=[CH:12][C:11]([N:51]2[CH2:56][CH2:55][O:54][CH2:53][CH2:52]2)=[CH:10][N:9]=1. The catalyst class is: 101. (4) Reactant: Cl[CH2:2][CH2:3][CH2:4][O:5][C:6]1[CH:19]=[CH:18][C:17]2[S:16][C:15]3[C:10](=[CH:11][CH:12]=[CH:13][CH:14]=3)[C:9](=[O:20])[C:8]=2[CH:7]=1.[CH3:21][NH2:22].[I-].[Na+]. Product: [CH3:21][NH:22][CH2:2][CH2:3][CH2:4][O:5][C:6]1[CH:19]=[CH:18][C:17]2[S:16][C:15]3[C:10](=[CH:11][CH:12]=[CH:13][CH:14]=3)[C:9](=[O:20])[C:8]=2[CH:7]=1. The catalyst class is: 47. (5) Reactant: [Cl:1][C:2]1[CH:3]=[N:4][CH:5]=[C:6]([Cl:33])[C:7]=1[NH:8][C:9]([C:11]1[C:16]2[C:17]3[CH2:18][N:19](C(OC(C)(C)C)=O)[CH2:20][CH2:21][C:22]=3[O:23][C:15]=2[C:14]([O:31][CH3:32])=[CH:13][CH:12]=1)=[O:10].Cl. The catalyst class is: 757. Product: [ClH:1].[Cl:33][C:6]1[CH:5]=[N:4][CH:3]=[C:2]([Cl:1])[C:7]=1[NH:8][C:9]([C:11]1[C:16]2[C:17]3[CH2:18][NH:19][CH2:20][CH2:21][C:22]=3[O:23][C:15]=2[C:14]([O:31][CH3:32])=[CH:13][CH:12]=1)=[O:10]. (6) Reactant: C([NH:5][S:6]([C:9]1[S:10][C:11]([C:14]2[N:15]=[CH:16][N:17]([C:19]3[N:24]=[C:23]([C:25]4[CH:30]=[CH:29][C:28]([Cl:31])=[C:27]([CH3:32])[CH:26]=4)[CH:22]=[C:21]([CH3:33])[N:20]=3)[CH:18]=2)=[CH:12][CH:13]=1)(=[O:8])=[O:7])(C)(C)C.C(O)(C(F)(F)F)=O. Product: [Cl:31][C:28]1[CH:29]=[CH:30][C:25]([C:23]2[CH:22]=[C:21]([CH3:33])[N:20]=[C:19]([N:17]3[CH:18]=[C:14]([C:11]4[S:10][C:9]([S:6]([NH2:5])(=[O:8])=[O:7])=[CH:13][CH:12]=4)[N:15]=[CH:16]3)[N:24]=2)=[CH:26][C:27]=1[CH3:32]. The catalyst class is: 4.